This data is from Forward reaction prediction with 1.9M reactions from USPTO patents (1976-2016). The task is: Predict the product of the given reaction. (1) Given the reactants [CH2:1]([C:3]1([CH2:18][C:19]([NH2:21])=O)[C:8]2[NH:9][C:10]3[C:15]([C:7]=2[CH2:6][CH2:5][O:4]1)=[CH:14][CH:13]=[CH:12][C:11]=3[CH2:16][CH3:17])[CH3:2].[H-].[H-].[H-].[H-].[Li+].[Al+3], predict the reaction product. The product is: [CH2:1]([C:3]1([CH2:18][CH:19]=[NH:21])[C:8]2[NH:9][C:10]3[C:15]([C:7]=2[CH2:6][CH2:5][O:4]1)=[CH:14][CH:13]=[CH:12][C:11]=3[CH2:16][CH3:17])[CH3:2]. (2) Given the reactants [CH3:1][N:2]1[C:6]([C:7]([F:10])([F:9])[F:8])=[CH:5][C:4]([NH:11][C:12](=[O:20])OC2C=CC=CC=2)=[N:3]1.[CH3:21][O:22][C:23]1[CH:24]=[C:25]2[C:30](=[CH:31][C:32]=1[O:33][CH3:34])[N:29]=[CH:28][N:27]=[C:26]2[S:35][C:36]1[CH:37]=[C:38]([CH:40]=[CH:41][CH:42]=1)[NH2:39].C(N(CC)C(C)C)(C)C, predict the reaction product. The product is: [CH3:21][O:22][C:23]1[CH:24]=[C:25]2[C:30](=[CH:31][C:32]=1[O:33][CH3:34])[N:29]=[CH:28][N:27]=[C:26]2[S:35][C:36]1[CH:37]=[C:38]([NH:39][C:12]([NH:11][C:4]2[CH:5]=[C:6]([C:7]([F:8])([F:9])[F:10])[N:2]([CH3:1])[N:3]=2)=[O:20])[CH:40]=[CH:41][CH:42]=1. (3) The product is: [Br:1][C:2]1[C:3]2[N:11]([CH2:12][CH3:13])[C:10]([C:14]3[C:15]([NH2:19])=[N:16][O:18][N:17]=3)=[N:9][C:4]=2[C:5]([Cl:8])=[N:6][CH:7]=1. Given the reactants [Br:1][C:2]1[C:3]2[N:11]([CH2:12][CH3:13])[C:10]([C:14](=[N:17][OH:18])[C:15]#[N:16])=[N:9][C:4]=2[C:5]([Cl:8])=[N:6][CH:7]=1.[NH2:19]O, predict the reaction product.